Dataset: Full USPTO retrosynthesis dataset with 1.9M reactions from patents (1976-2016). Task: Predict the reactants needed to synthesize the given product. (1) Given the product [CH2:1]([N:3]1[C:4]2[CH:9]=[C:8]([CH2:10][CH:11]=[C:12]([CH3:14])[CH3:13])[C:7]([O:15][CH3:16])=[CH:6][C:5]=2[O:17][C:18]1=[O:19])[CH3:2], predict the reactants needed to synthesize it. The reactants are: [CH2:1]([NH:3][C:4]1[CH:9]=[C:8]([CH2:10][CH:11]=[C:12]([CH3:14])[CH3:13])[C:7]([O:15][CH3:16])=[CH:6][C:5]=1[OH:17])[CH3:2].[C:18](N1C=CN=C1)(N1C=CN=C1)=[O:19]. (2) Given the product [OH:44][C@@:43]([C:38]1[CH:37]=[CH:36][C:35]2[C:40](=[CH:41][CH:42]=[C:33]([C:31]([NH:30][CH3:29])=[O:32])[CH:34]=2)[CH:39]=1)([C:45]1[N:46]=[CH:47][N:48]([C:50]([C:51]2[CH:56]=[CH:55][CH:54]=[CH:53][CH:52]=2)([C:57]2[CH:58]=[CH:59][CH:60]=[CH:61][CH:62]=2)[C:63]2[CH:68]=[CH:67][CH:66]=[CH:65][CH:64]=2)[CH:49]=1)[CH2:72][C:71]([O:70][CH3:74])=[O:22], predict the reactants needed to synthesize it. The reactants are: C=C[C@@H]1[C@@H]2C[C@H]([C@@H]([OH:22])C3C4C(=CC=CC=4)N=CC=3)N(CC2)C1.N1C=CC=CC=1.[CH3:29][NH:30][C:31]([C:33]1[CH:42]=[CH:41][C:40]2[C:35](=[CH:36][CH:37]=[C:38]([C:43]([C:45]3[N:46]=[CH:47][N:48]([C:50]([C:63]4[CH:68]=[CH:67][CH:66]=[CH:65][CH:64]=4)([C:57]4[CH:62]=[CH:61][CH:60]=[CH:59][CH:58]=4)[C:51]4[CH:56]=[CH:55][CH:54]=[CH:53][CH:52]=4)[CH:49]=3)=[O:44])[CH:39]=2)[CH:34]=1)=[O:32].Cl.[O:70]1[CH2:74]C[CH2:72][CH2:71]1.